From a dataset of Experimentally validated miRNA-target interactions with 360,000+ pairs, plus equal number of negative samples. Binary Classification. Given a miRNA mature sequence and a target amino acid sequence, predict their likelihood of interaction. (1) The miRNA is hsa-miR-6779-5p with sequence CUGGGAGGGGCUGGGUUUGGC. The protein sequence of the target gene is MAAAVAMETDDAGNRLRFQLELEFVQCLANPNYLNFLAQRGYFKDKAFVNYLKYLLYWKDPEYAKYLKYPQCLHMLELLQYEHFRKELVNAQCAKFIDEQQILHWQHYSRKRMRLQQALAEQQQQNNTSGK. Result: 0 (no interaction). (2) The miRNA is hsa-miR-31-5p with sequence AGGCAAGAUGCUGGCAUAGCU. The protein sequence of the target gene is MRATPLAAPAGSLSRKKRLELDDNLDTERPVQKRARSGPQPRLPPCLLPLSPPTAPDRATAVATASRLGPYVLLEPEEGGRAYQALHCPTGTEYTCKVYPVQEALAVLEPYARLPPHKHVARPTEVLAGTQLLYAFFTRTHGDMHSLVRSRHRIPEPEAAVLFRQMATALAHCHQHGLVLRDLKLCRFVFADRERKKLVLENLEDSCVLTGPDDSLWDKHACPAYVGPEILSSRASYSGKAADVWSLGVALFTMLAGHYPFQDSEPVLLFGKIRRGAYALPAGLSAPARCLVRCLLRREP.... Result: 1 (interaction). (3) The miRNA is hsa-miR-8485 with sequence CACACACACACACACACGUAU. The protein sequence of the target gene is MAAGCCGVKKQKLSSSPPSGSGGGGGASSSSHCSGESQCRAGELGLGGAGTRLNGLGGLTGGGSGSGCTLSPPQGCGGGGGGIALSPPPSCGVGTLLSTPAAATSSSPSSSSAASSSSPGSRKMVVSAEMCCFCFDVLYCHLYGYQQPRTPRFTNEPYPLFVTWKIGRDKRLRGCIGTFSAMNLHSGLREYTLTSALKDSRFPPMTRDELPRLFCSVSLLTNFEDVCDYLDWEVGVHGIRIEFINEKGSKRTATYLPEVAKEQGWDHIQTIDSLLRKGGYKAPITNEFRKTIKLTRYRSE.... Result: 1 (interaction). (4) The miRNA is hsa-miR-6875-5p with sequence UGAGGGACCCAGGACAGGAGA. The protein sequence of the target gene is MCSTMSAPTCLAHLPPCFLLLALVLVPSDASGQSSRNDWQVLQPEGPMLVAEGETLLLRCMVVGSCTDGMIKWVKVSTQDQQEIYNFKRGSFPGVMPMIQRTSEPLNCDYSIYIHNVTREHTGTYHCVRFDGLSEHSEMKSDEGTSVLVKGAGDPEPDLWIIQPQELVLGTTGDTVFLNCTVLGDGPPGPIRWFQGAGLSREAIYNFGGISHPKETAVQASNNDFSILLQNVSSEDAGTYYCVKFQRKPNRQYLSGQGTSLKVKAKSTSSKEAEFTSEPATEMSPTGLLVVFAPVVLGLK.... Result: 0 (no interaction). (5) The miRNA is hsa-miR-548x-3p with sequence UAAAAACUGCAAUUACUUUC. The protein sequence of the target gene is MFVKSETLELKEEEEVLMLLGSASPASATLTPMSSSADEEEDEELRRPGSARGQRGAEAEQGVQGSPASGAGGCRPGRLLGLMHECKRRPSRSRAVSRGAKTAETVQRIKKTRRLKANNRERNRMHNLNAALDALREVLPTFPEDAKLTKIETLRFAHNYIWALTETLRLADHCAGAGGLQGALFTEAVLLSPGAALGASGDSPSPPSSWSCTNSPASSSNSTSPYSCTLSPASPGSDVDYWQPPPPEKHRYAPHLPLARDCI. Result: 0 (no interaction). (6) The miRNA is cel-miR-785-3p with sequence UAAGUGAAUUGUUUUGUGUAGA. The protein sequence of the target gene is MFRDPTAGWLTPPSPLSLLVMLLLLSRVGALRPDELFPYGESWGDQLLPEGDDESSAAVKLAIPLRFYDAQFSSLYVGTNGIISTQDFPRETQYVDDDFPTDFPAIAPFLADIDTSHSRGRILYREDTSGAVLSLAARYVRTGFPLSGSSFTPTHAFLATWEHVGAYEEVSRGAAPSGELNTFQAVLASDESDTYALFLYPANGLQFFGTRPKESYNVQLQLPARVGFCRGEADDLKREALYFSLTNTEQSVKNLYQLSNLGIPGVWAFHIGSRFALDNVRPATVGGDPSTARSSALEHP.... Result: 0 (no interaction).